Dataset: Full USPTO retrosynthesis dataset with 1.9M reactions from patents (1976-2016). Task: Predict the reactants needed to synthesize the given product. (1) Given the product [CH3:51][S:52]([O:25][CH2:24][CH2:23][CH2:22][O:21][C:20]1[CH:26]=[CH:27][C:17]([N:16]([C:13]2[CH:12]=[CH:11][C:10]([N:9]([C:36]3[CH:37]=[CH:38][C:39]([O:42][CH3:43])=[CH:40][CH:41]=3)[C:6]3[CH:5]=[CH:4][C:3]([O:2][CH3:1])=[CH:8][CH:7]=3)=[CH:15][CH:14]=2)[C:28]2[CH:33]=[CH:32][C:31]([O:34][CH3:35])=[CH:30][CH:29]=2)=[CH:18][CH:19]=1)(=[O:54])=[O:53], predict the reactants needed to synthesize it. The reactants are: [CH3:1][O:2][C:3]1[CH:8]=[CH:7][C:6]([N:9]([C:36]2[CH:41]=[CH:40][C:39]([O:42][CH3:43])=[CH:38][CH:37]=2)[C:10]2[CH:15]=[CH:14][C:13]([N:16]([C:28]3[CH:33]=[CH:32][C:31]([O:34][CH3:35])=[CH:30][CH:29]=3)[C:17]3[CH:27]=[CH:26][C:20]([O:21][CH2:22][CH2:23][CH2:24][OH:25])=[CH:19][CH:18]=3)=[CH:12][CH:11]=2)=[CH:5][CH:4]=1.C(N(CC)CC)C.[CH3:51][S:52](Cl)(=[O:54])=[O:53]. (2) Given the product [S:23]1[C:27]2[CH:28]=[C:29]([C:32]([NH:42][C@H:43]([C:48]([NH:1][C@@H:2]([CH3:22])[CH:3]([OH:21])[CH2:4][NH:5][C:6](=[O:20])[CH2:7][C:8]3[CH:13]=[CH:12][CH:11]=[C:10]([C:14]4[CH:19]=[CH:18][CH:17]=[CH:16][N:15]=4)[CH:9]=3)=[O:49])[CH2:44][CH:45]([CH3:47])[CH3:46])=[O:34])[CH:30]=[CH:31][C:26]=2[N:25]=[CH:24]1, predict the reactants needed to synthesize it. The reactants are: [NH2:1][C@@H:2]([CH3:22])[CH:3]([OH:21])[CH2:4][NH:5][C:6](=[O:20])[CH2:7][C:8]1[CH:13]=[CH:12][CH:11]=[C:10]([C:14]2[CH:19]=[CH:18][CH:17]=[CH:16][N:15]=2)[CH:9]=1.[S:23]1[C:27]2[CH:28]=[C:29]([C:32]([OH:34])=O)[CH:30]=[CH:31][C:26]=2[N:25]=[CH:24]1.C(OC([NH:42][C@H:43]([C:48](O)=[O:49])[CH2:44][CH:45]([CH3:47])[CH3:46])=O)(C)(C)C.